Dataset: Forward reaction prediction with 1.9M reactions from USPTO patents (1976-2016). Task: Predict the product of the given reaction. (1) Given the reactants C[O:2][C:3](=[O:37])[C@@H:4]([NH:14][C:15]([C:17]1[S:18][C:19]([C:26](=[O:36])[NH:27][CH2:28][C:29]2[CH:34]=[CH:33][CH:32]=[C:31]([OH:35])[CH:30]=2)=[CH:20][C:21]=1[C:22]([F:25])([F:24])[F:23])=[O:16])[CH2:5][NH:6][C:7]([C:9]1[S:10][CH:11]=[CH:12][CH:13]=1)=[O:8].O.[OH-].[Li+].Cl, predict the reaction product. The product is: [OH:35][C:31]1[CH:30]=[C:29]([CH:34]=[CH:33][CH:32]=1)[CH2:28][NH:27][C:26]([C:19]1[S:18][C:17]([C:15]([NH:14][C@@H:4]([CH2:5][NH:6][C:7]([C:9]2[S:10][CH:11]=[CH:12][CH:13]=2)=[O:8])[C:3]([OH:37])=[O:2])=[O:16])=[C:21]([C:22]([F:25])([F:24])[F:23])[CH:20]=1)=[O:36]. (2) The product is: [F:29][C:26]([F:27])([F:28])[C:24]1[CH:23]=[C:22]([C:30]2[CH:31]=[N:32][C:33]([C:36]([F:39])([F:38])[F:37])=[CH:34][CH:35]=2)[N:21]=[C:20]([C:16]2[CH:15]=[C:14]([C:11]3[S:10][C:9]([S:6]([NH2:5])(=[O:8])=[O:7])=[CH:13][CH:12]=3)[CH:19]=[CH:18][CH:17]=2)[N:25]=1. Given the reactants C([NH:5][S:6]([C:9]1[S:10][C:11]([C:14]2[CH:19]=[CH:18][CH:17]=[C:16]([C:20]3[N:25]=[C:24]([C:26]([F:29])([F:28])[F:27])[CH:23]=[C:22]([C:30]4[CH:31]=[N:32][C:33]([C:36]([F:39])([F:38])[F:37])=[CH:34][CH:35]=4)[N:21]=3)[CH:15]=2)=[CH:12][CH:13]=1)(=[O:8])=[O:7])(C)(C)C.C(O)(C(F)(F)F)=O, predict the reaction product. (3) Given the reactants [C:1]([NH:18][CH2:19][CH2:20][C:21]([OH:23])=[O:22])([O:3][CH2:4][CH:5]1[C:17]2[C:12](=[CH:13][CH:14]=[CH:15][CH:16]=2)[C:11]2[C:6]1=[CH:7][CH:8]=[CH:9][CH:10]=2)=[O:2].ON1C(=O)CCC1=O.CN(C=O)C.[NH2:37][CH:38]([CH2:41][OH:42])[CH2:39][OH:40], predict the reaction product. The product is: [NH:18]([C:1]([O:3][CH2:4][CH:5]1[C:6]2[C:11](=[CH:10][CH:9]=[CH:8][CH:7]=2)[C:12]2[C:17]1=[CH:16][CH:15]=[CH:14][CH:13]=2)=[O:2])[CH2:19][CH2:20][C:21]([OH:23])=[O:22].[NH2:37][CH:38]([CH2:41][OH:42])[CH2:39][OH:40]. (4) Given the reactants I[C:2]1[CH:7]=[C:6]([N+:8]([O-:10])=[O:9])[CH:5]=[C:4]([O:11][CH3:12])[CH:3]=1.[C:13]1(B(O)O)[CH:18]=[CH:17][CH:16]=[CH:15][CH:14]=1.C(=O)([O-])[O-].[K+].[K+].C1(C)C=CC=CC=1, predict the reaction product. The product is: [CH3:12][O:11][C:4]1[CH:3]=[C:2]([C:13]2[CH:18]=[CH:17][CH:16]=[CH:15][CH:14]=2)[CH:7]=[C:6]([N+:8]([O-:10])=[O:9])[CH:5]=1. (5) Given the reactants C([O:5][C:6](=[O:39])[CH2:7][O:8][C:9]1[CH:14]=[C:13]([Cl:15])[C:12]([C:16]2[CH:17]=[N:18][C:19]([C:24]([F:27])([F:26])[F:25])=[CH:20][C:21]=2[C:22]#[N:23])=[CH:11][C:10]=1[S:28](=[O:38])(=[O:37])[N:29]([CH3:36])[C:30]1[CH:35]=[CH:34][CH:33]=[CH:32][CH:31]=1)(C)(C)C.C(O)(C(F)(F)F)=O, predict the reaction product. The product is: [Cl:15][C:13]1[C:12]([C:16]2[CH:17]=[N:18][C:19]([C:24]([F:27])([F:25])[F:26])=[CH:20][C:21]=2[C:22]#[N:23])=[CH:11][C:10]([S:28](=[O:38])(=[O:37])[N:29]([CH3:36])[C:30]2[CH:35]=[CH:34][CH:33]=[CH:32][CH:31]=2)=[C:9]([CH:14]=1)[O:8][CH2:7][C:6]([OH:39])=[O:5]. (6) Given the reactants [N+:1]([C:4]1[CH:5]=[C:6]([CH:20]=[CH:21][CH:22]=1)[CH2:7][NH:8][S:9]([NH:12][C:13](=O)OC(C)(C)C)(=[O:11])=[O:10])([O-:3])=[O:2].[C:23]1(P(C2C=CC=CC=2)C2C=CC=CC=2)C=CC=CC=1, predict the reaction product. The product is: [N+:1]([C:4]1[CH:5]=[C:6]([CH:20]=[CH:21][CH:22]=1)[CH2:7][NH:8][S:9]([NH:12][CH2:13][CH3:23])(=[O:11])=[O:10])([O-:3])=[O:2]. (7) Given the reactants [O:1]=[C:2]1[CH:6]=[CH:5][C:4](=[O:7])[N:3]1[CH2:8][CH2:9][CH2:10][C:11]([NH:13][NH:14]C(OC(C)(C)C)=O)=[O:12].[C:22]([OH:28])([C:24]([F:27])([F:26])[F:25])=[O:23], predict the reaction product. The product is: [F:25][C:24]([F:27])([F:26])[C:22]([OH:28])=[O:23].[O:7]=[C:4]1[CH:5]=[CH:6][C:2](=[O:1])[N:3]1[CH2:8][CH2:9][CH2:10][C:11]([NH:13][NH2:14])=[O:12]. (8) Given the reactants [CH3:1][S:2]([N:5]1[CH2:15][CH:14]2[CH2:16][CH:7]([C:8]3[CH:9]=[CH:10][C:11]([NH2:17])=[CH:12][C:13]=32)[CH2:6]1)(=[O:4])=[O:3].Cl[C:19]1[N:24]=[C:23]([NH:25][C:26]2[CH:31]=[CH:30][CH:29]=[CH:28][C:27]=2[S:32]([NH:35][CH3:36])(=[O:34])=[O:33])[C:22]([Cl:37])=[CH:21][N:20]=1.C(O)(C)C.C(=O)(O)[O-].[Na+], predict the reaction product. The product is: [Cl:37][C:22]1[C:23]([NH:25][C:26]2[CH:31]=[CH:30][CH:29]=[CH:28][C:27]=2[S:32]([NH:35][CH3:36])(=[O:34])=[O:33])=[N:24][C:19]([NH:17][C:11]2[CH:12]=[C:13]3[C:8](=[CH:9][CH:10]=2)[CH:7]2[CH2:16][CH:14]3[CH2:15][N:5]([S:2]([CH3:1])(=[O:4])=[O:3])[CH2:6]2)=[N:20][CH:21]=1.